From a dataset of Reaction yield outcomes from USPTO patents with 853,638 reactions. Predict the reaction yield, written as a fraction of the theoretical maximum amount of product (1.0 means a 100% yield; for example, 0.34 means a 34% yield). (1) The reactants are [CH2:1]([O:8][C:9]1[CH:17]=[CH:16][C:12]([C:13]([OH:15])=O)=[CH:11][C:10]=1[C:18]([NH:20][C:21]1[CH:26]=[C:25]([C:27]([F:30])([F:29])[F:28])[CH:24]=[C:23]([C:31]([F:34])([F:33])[F:32])[CH:22]=1)=[O:19])[C:2]1[CH:7]=[CH:6][CH:5]=[CH:4][CH:3]=1.[NH:35]1[CH2:40][CH2:39][CH2:38][CH2:37][CH2:36]1. No catalyst specified. The product is [CH2:1]([O:8][C:9]1[CH:17]=[CH:16][C:12]([C:13]([N:35]2[CH2:40][CH2:39][CH2:38][CH2:37][CH2:36]2)=[O:15])=[CH:11][C:10]=1[C:18]([NH:20][C:21]1[CH:22]=[C:23]([C:31]([F:34])([F:33])[F:32])[CH:24]=[C:25]([C:27]([F:30])([F:28])[F:29])[CH:26]=1)=[O:19])[C:2]1[CH:7]=[CH:6][CH:5]=[CH:4][CH:3]=1. The yield is 0.564. (2) The reactants are Br[C:2]1[CH:3]=[N:4][N:5]([CH:7]2[CH2:12][CH2:11][CH2:10][CH2:9][O:8]2)[CH:6]=1.C([O-])([O-])=O.[Na+].[Na+].[N:19]1[CH:24]=[CH:23][C:22](B(O)O)=[CH:21][CH:20]=1.O. The product is [O:8]1[CH2:9][CH2:10][CH2:11][CH2:12][CH:7]1[N:5]1[CH:6]=[C:2]([C:22]2[CH:23]=[CH:24][N:19]=[CH:20][CH:21]=2)[CH:3]=[N:4]1. The yield is 0.680. The catalyst is O1CCOCC1.C1C=CC([P]([Pd]([P](C2C=CC=CC=2)(C2C=CC=CC=2)C2C=CC=CC=2)([P](C2C=CC=CC=2)(C2C=CC=CC=2)C2C=CC=CC=2)[P](C2C=CC=CC=2)(C2C=CC=CC=2)C2C=CC=CC=2)(C2C=CC=CC=2)C2C=CC=CC=2)=CC=1. (3) The reactants are O[CH2:2][CH2:3][N:4]([CH:35]1[CH2:40][CH2:39][O:38][CH2:37][CH2:36]1)[C:5]([C:7]1[C:12]([O:13][CH2:14][C:15]2[CH:20]=[CH:19][CH:18]=[CH:17][CH:16]=2)=[C:11]([OH:21])[N:10]=[C:9]([CH2:22][C:23]2([C:28]3[CH:33]=[CH:32][C:31]([Cl:34])=[CH:30][CH:29]=3)[CH2:27][CH2:26][CH2:25][CH2:24]2)[N:8]=1)=[O:6].C1(P(C2C=CC=CC=2)C2C=CC=CC=2)C=CC=CC=1.N(C(OC(C)C)=O)=NC(OC(C)C)=O.C(OCC)(=O)C. The yield is 0.600. The catalyst is ClCCl.CCCCCC. The product is [CH2:14]([O:13][C:12]1[C:11](=[O:21])[N:10]=[C:9]([CH2:22][C:23]2([C:28]3[CH:33]=[CH:32][C:31]([Cl:34])=[CH:30][CH:29]=3)[CH2:27][CH2:26][CH2:25][CH2:24]2)[N:8]2[CH2:2][CH2:3][N:4]([CH:35]3[CH2:40][CH2:39][O:38][CH2:37][CH2:36]3)[C:5](=[O:6])[C:7]=12)[C:15]1[CH:20]=[CH:19][CH:18]=[CH:17][CH:16]=1. (4) The reactants are CN1C(=O)CC(=O)N(C)C1=O.C([O:15][C:16]1[CH:21]=[CH:20][C:19]([CH2:22][S:23]([CH2:25][CH2:26][C:27]2[N:31]([CH3:32])[N:30]=[CH:29][CH:28]=2)=[O:24])=[CH:18][CH:17]=1)C=C. The catalyst is ClCCl.[Pd].C1(P(C2C=CC=CC=2)C2C=CC=CC=2)C=CC=CC=1.C1(P(C2C=CC=CC=2)C2C=CC=CC=2)C=CC=CC=1.C1(P(C2C=CC=CC=2)C2C=CC=CC=2)C=CC=CC=1.C1(P(C2C=CC=CC=2)C2C=CC=CC=2)C=CC=CC=1. The product is [CH3:32][N:31]1[C:27]([CH2:26][CH2:25][S:23]([CH2:22][C:19]2[CH:18]=[CH:17][C:16]([OH:15])=[CH:21][CH:20]=2)=[O:24])=[CH:28][CH:29]=[N:30]1. The yield is 0.230. (5) The reactants are [OH-].[Na+].[F:3][C:4]([F:15])([F:14])[O:5][C:6]1[CH:7]=[C:8]([CH:11]=[CH:12][CH:13]=1)[CH:9]=O.[O:16]=[C:17]([CH3:27])[CH2:18]P(=O)(OCC)OCC. The catalyst is [I-].C([N+](CCCC)(CCCC)CCCC)CCC.C(Cl)Cl. The product is [F:3][C:4]([F:15])([F:14])[O:5][C:6]1[CH:7]=[C:8]([CH:9]=[CH:18][C:17](=[O:16])[CH3:27])[CH:11]=[CH:12][CH:13]=1. The yield is 0.540. (6) The reactants are [F:8][C:7]([F:10])([F:9])[C:6](O[C:6](=[O:11])[C:7]([F:10])([F:9])[F:8])=[O:11].[NH2:14][CH2:15][CH2:16][CH2:17][C:18]1[C:19]([C:30]2[CH:35]=[CH:34][N:33]=[CH:32][CH:31]=2)=[C:20]([C:23]2[CH:28]=[CH:27][C:26]([F:29])=[CH:25][CH:24]=2)[NH:21][CH:22]=1.C(=O)([O-])O.[Na+]. The catalyst is O1CCCC1. The product is [F:29][C:26]1[CH:25]=[CH:24][C:23]([C:20]2[NH:21][CH:22]=[C:18]([CH2:17][CH2:16][CH2:15][NH:14][C:6](=[O:11])[C:7]([F:8])([F:9])[F:10])[C:19]=2[C:30]2[CH:35]=[CH:34][N:33]=[CH:32][CH:31]=2)=[CH:28][CH:27]=1. The yield is 0.310. (7) The reactants are [C:1]([N:20]1[CH:24]=[CH:23][N:22]=[C:21]1[CH2:25][CH2:26][CH2:27][OH:28])([C:14]1[CH:19]=[CH:18][CH:17]=[CH:16][CH:15]=1)([C:8]1[CH:13]=[CH:12][CH:11]=[CH:10][CH:9]=1)[C:2]1[CH:7]=[CH:6][CH:5]=[CH:4][CH:3]=1.CC(OI1(OC(C)=O)(OC(C)=O)OC(=O)C2C=CC=CC1=2)=O. The catalyst is C(Cl)Cl.CCOC(C)=O. The product is [C:1]([N:20]1[CH:24]=[CH:23][N:22]=[C:21]1[CH2:25][CH2:26][CH:27]=[O:28])([C:14]1[CH:15]=[CH:16][CH:17]=[CH:18][CH:19]=1)([C:8]1[CH:9]=[CH:10][CH:11]=[CH:12][CH:13]=1)[C:2]1[CH:7]=[CH:6][CH:5]=[CH:4][CH:3]=1. The yield is 0.890. (8) The reactants are Cl[C:2]1[CH:3]=[CH:4][C:5]2[N:6]=[C:7]([CH2:20][S:21]([CH3:24])(=[O:23])=[O:22])[N:8]3[C:16]4[CH:15]=[CH:14][CH:13]=[C:12]([F:17])[C:11]=4[CH:10]=[C:9]3[C:18]=2[N:19]=1.[F:25][C:26]1[CH:31]=[CH:30][C:29]([C:32]2[O:33][C:34]3[CH:44]=[C:43]([N:45]([CH3:50])[S:46]([CH3:49])(=[O:48])=[O:47])[C:42](B4OC(C)(C)C(C)(C)O4)=[CH:41][C:35]=3[C:36]=2[C:37]([NH:39][CH3:40])=[O:38])=[CH:28][CH:27]=1.C([O-])([O-])=O.[K+].[K+].CC(C1C=C(C(C)C)C(C2C=CC=CC=2P(C2CCCCC2)C2CCCCC2)=C(C(C)C)C=1)C. The catalyst is O1CCOCC1.O.C1C=CC(/C=C/C(/C=C/C2C=CC=CC=2)=O)=CC=1.C1C=CC(/C=C/C(/C=C/C2C=CC=CC=2)=O)=CC=1.C1C=CC(/C=C/C(/C=C/C2C=CC=CC=2)=O)=CC=1.[Pd].[Pd]. The product is [F:17][C:12]1[C:11]2[CH:10]=[C:9]3[C:18]4[N:19]=[C:2]([C:42]5[C:43]([N:45]([CH3:50])[S:46]([CH3:49])(=[O:48])=[O:47])=[CH:44][C:34]6[O:33][C:32]([C:29]7[CH:30]=[CH:31][C:26]([F:25])=[CH:27][CH:28]=7)=[C:36]([C:37]([NH:39][CH3:40])=[O:38])[C:35]=6[CH:41]=5)[CH:3]=[CH:4][C:5]=4[N:6]=[C:7]([CH2:20][S:21]([CH3:24])(=[O:23])=[O:22])[N:8]3[C:16]=2[CH:15]=[CH:14][CH:13]=1. The yield is 0.310.